Task: Regression/Classification. Given a drug SMILES string, predict its absorption, distribution, metabolism, or excretion properties. Task type varies by dataset: regression for continuous measurements (e.g., permeability, clearance, half-life) or binary classification for categorical outcomes (e.g., BBB penetration, CYP inhibition). Dataset: b3db_classification.. Dataset: Blood-brain barrier permeability classification from the B3DB database The molecule is Cc1ccc(Cn2c([C@H]3CNCCO3)nc3ccccc32)cc1. The result is 1 (penetrates BBB).